This data is from Full USPTO retrosynthesis dataset with 1.9M reactions from patents (1976-2016). The task is: Predict the reactants needed to synthesize the given product. (1) Given the product [C:12]([CH2:2][C:3]1[CH:11]=[CH:10][C:6]([C:7]([OH:9])=[O:8])=[CH:5][CH:4]=1)#[N:13], predict the reactants needed to synthesize it. The reactants are: Br[CH2:2][C:3]1[CH:11]=[CH:10][C:6]([C:7]([OH:9])=[O:8])=[CH:5][CH:4]=1.[C-:12]#[N:13].[Na+].[OH-].[Na+]. (2) Given the product [C:37]([O:36][C:32](=[O:35])[CH2:33][CH2:34][O:24][CH:22]([CH3:23])[CH:21]([O:20][C:18]1[C:19]2[C:11]([C:8]3[CH:7]=[CH:6][C:5]([O:4][CH3:3])=[CH:10][CH:9]=3)=[C:12]([C:26]3[CH:27]=[CH:28][CH:29]=[CH:30][CH:31]=3)[O:13][C:14]=2[N:15]=[CH:16][N:17]=1)[CH3:25])([CH3:40])([CH3:39])[CH3:38], predict the reactants needed to synthesize it. The reactants are: [OH-].[Na+].[CH3:3][O:4][C:5]1[CH:10]=[CH:9][C:8]([C:11]2[C:19]3[C:18]([O:20][CH:21]([CH3:25])[CH:22]([OH:24])[CH3:23])=[N:17][CH:16]=[N:15][C:14]=3[O:13][C:12]=2[C:26]2[CH:31]=[CH:30][CH:29]=[CH:28][CH:27]=2)=[CH:7][CH:6]=1.[C:32]([O:36][C:37]([CH3:40])([CH3:39])[CH3:38])(=[O:35])[CH:33]=[CH2:34]. (3) Given the product [CH3:11][C@H:12]1[CH2:17][N:16]([C:2]2[CH:7]=[N:6][C:5]([N+:8]([O-:10])=[O:9])=[CH:4][CH:3]=2)[CH2:15][CH2:14][N:13]1[C:18]([O:20][C:21]([CH3:22])([CH3:24])[CH3:23])=[O:19], predict the reactants needed to synthesize it. The reactants are: Br[C:2]1[CH:3]=[CH:4][C:5]([N+:8]([O-:10])=[O:9])=[N:6][CH:7]=1.[CH3:11][C@H:12]1[CH2:17][NH:16][CH2:15][CH2:14][N:13]1[C:18]([O:20][C:21]([CH3:24])([CH3:23])[CH3:22])=[O:19]. (4) Given the product [CH3:1][O:2][C:3]([C:5]1[S:6][C:7]([CH2:12][Br:20])=[CH:8][C:9]=1[C:10]#[N:11])=[O:4], predict the reactants needed to synthesize it. The reactants are: [CH3:1][O:2][C:3]([C:5]1[S:6][C:7]([CH3:12])=[CH:8][C:9]=1[C:10]#[N:11])=[O:4].C1C(=O)N([Br:20])C(=O)C1. (5) Given the product [Cl:1][C:2]1[CH:10]=[C:9]([C:11]#[C:12][CH2:13][CH2:14][O:15][CH3:16])[C:5]2[O:6][CH2:7][O:8][C:4]=2[C:3]=1[NH:17][C:18]1[C:27]2[C:22](=[CH:23][C:24]([O:30][CH2:31][CH2:32][CH2:33][N:40]3[CH2:41][CH2:42][CH:37]([O:36][CH3:35])[CH2:38][CH2:39]3)=[C:25]([O:28][CH3:29])[CH:26]=2)[N:21]=[CH:20][N:19]=1, predict the reactants needed to synthesize it. The reactants are: [Cl:1][C:2]1[CH:10]=[C:9]([C:11]#[C:12][CH2:13][CH2:14][O:15][CH3:16])[C:5]2[O:6][CH2:7][O:8][C:4]=2[C:3]=1[NH:17][C:18]1[C:27]2[C:22](=[CH:23][C:24]([O:30][CH2:31][CH2:32][CH2:33]Cl)=[C:25]([O:28][CH3:29])[CH:26]=2)[N:21]=[CH:20][N:19]=1.[CH3:35][O:36][CH:37]1[CH2:42][CH2:41][NH:40][CH2:39][CH2:38]1. (6) The reactants are: I[C:2]1[CH:3]=[C:4]([O:21][C:22]([F:25])([F:24])[F:23])[CH:5]=[C:6]2[C:11]=1[O:10][CH:9]([C:12]([F:15])([F:14])[F:13])[C:8]([C:16]([O:18][CH2:19][CH3:20])=[O:17])=[CH:7]2.[C-:26]#[N:27].[K+]. Given the product [C:26]([C:2]1[CH:3]=[C:4]([O:21][C:22]([F:24])([F:23])[F:25])[CH:5]=[C:6]2[C:11]=1[O:10][CH:9]([C:12]([F:14])([F:15])[F:13])[C:8]([C:16]([O:18][CH2:19][CH3:20])=[O:17])=[CH:7]2)#[N:27], predict the reactants needed to synthesize it.